From a dataset of Reaction yield outcomes from USPTO patents with 853,638 reactions. Predict the reaction yield, written as a fraction of the theoretical maximum amount of product (1.0 means a 100% yield; for example, 0.34 means a 34% yield). (1) The reactants are C(OC(=O)[C:5]([NH:7][C:8]1[CH:13]=[CH:12][N:11]=[C:10]([C:14]2[CH2:23][CH2:22][C:21]3[C:16](=[CH:17][CH:18]=[CH:19][CH:20]=3)[CH:15]=2)[CH:9]=1)=O)C.[H-].[Al+3].[Li+].[H-].[H-].[H-]. The catalyst is C1COCC1. The product is [CH:15]1[C:16]2[C:21](=[CH:20][CH:19]=[CH:18][CH:17]=2)[CH2:22][CH2:23][C:14]=1[C:10]1[CH:9]=[C:8]([NH:7][CH3:5])[CH:13]=[CH:12][N:11]=1. The yield is 0.420. (2) The reactants are [Br:1][C:2]1[CH:3]=[CH:4][C:5]2[O:16][C:8]3([CH2:13][CH2:12][CH:11]([O:14][CH3:15])[CH2:10][CH2:9]3)[C:7](=[NH:17])[C:6]=2[CH:18]=1.O=[C:20]([CH3:24])[C:21](=[S:23])[NH2:22]. The catalyst is CO. The product is [Br:1][C:2]1[CH:3]=[CH:4][C:5]2[O:16][C:8]3([CH2:9][CH2:10][CH:11]([O:14][CH3:15])[CH2:12][CH2:13]3)[C:7]3([NH:22][C:21](=[S:23])[C:20]([CH3:24])=[N:17]3)[C:6]=2[CH:18]=1. The yield is 0.210. (3) The reactants are [Br:1][C:2]1[CH:7]=[CH:6][C:5]([C:8]2[O:12][N:11]=[C:10]([C:13]3[CH:14]=[CH:15][C:16]4[O:20][C:19]([C:21]5([NH:29]C(=O)OC(C)(C)C)[CH2:26][O:25]C(C)(C)[O:23][CH2:22]5)=[CH:18][C:17]=4[CH:37]=3)[N:9]=2)=[CH:4][C:3]=1[Cl:38].ClC1C=C(C2ON=C(C3C=CC4OC(C5(NC(=O)OC(C)(C)C)COC(C)(C)OC5)=CC=4C=3)N=2)C=CC=1OCCC. No catalyst specified. The product is [NH2:29][C:21]([C:19]1[O:20][C:16]2[CH:15]=[CH:14][C:13]([C:10]3[N:9]=[C:8]([C:5]4[CH:6]=[CH:7][C:2]([Br:1])=[C:3]([Cl:38])[CH:4]=4)[O:12][N:11]=3)=[CH:37][C:17]=2[CH:18]=1)([CH2:22][OH:23])[CH2:26][OH:25]. The yield is 0.390.